Binary Classification. Given a miRNA mature sequence and a target amino acid sequence, predict their likelihood of interaction. From a dataset of Experimentally validated miRNA-target interactions with 360,000+ pairs, plus equal number of negative samples. (1) The protein sequence of the target gene is MEGLLHYINPAHAISLLSALNEERLKGQLCDVLLIVGDQKFRAHKNVLAASSEYFQSLFTNKENESQTVFQLDFCEPDAFDNVLNYIYSSSLFVEKSSLAAVQELGYSLGISFLTNIVSKTPQAPFPTCPNRKKVFVEDDENSSQKRSVIVCQSRNEAQGKTVSQNQPDVSHTSRPSPSIAVKANTNKPHVPKPIEPLHNLSLTEKSWPKDSSVVYAKSLEHSGSLDDPNRISLVKRNAVLPSKPLQDREAMDDKPGVSGQLPKGKALELALKRPRPPVLSVCSSSETPYLLKETNKGNG.... Result: 1 (interaction). The miRNA is hsa-miR-7113-3p with sequence CCUCCCUGCCCGCCUCUCUGCAG. (2) The miRNA is hsa-miR-532-3p with sequence CCUCCCACACCCAAGGCUUGCA. The protein sequence of the target gene is MKRRLDDQESPVYAAQQRRIPGSTEAFSHQHRVLAPAPPVYEAVSETMQSATGIQYSVAPNYQVSAVPQSSGSHGPAIAAVHSSHHHPTAVQPHGGQVVQSHAHPAPPVAPVQGQQQFQRLKVEDALSYLDQVKLQFGSQPQVYNDFLDIMKEFKSQSIDTPGVISRVSQLFKGHPDLIMGFNTFLPPGYKIEVQTNDMVNVTTPGQVHQIPTHGIQPQPQPPPQHPSQPSSQSAPTPAQPAPQPTAAKVSKPSQLQAHTPASQQTPPLPPYASPRSPPVQPHTPVTISLGTAPSLQNNQ.... Result: 0 (no interaction). (3) The miRNA is rno-miR-450a-5p with sequence UUUUGCGAUGUGUUCCUAAUGU. The protein sequence of the target gene is MQPRTPLTLCVLLSQVLLVTSADDLECTPGFQRKVLHIHQPAEFIEDQPVLNLTFNDCKGNEKLHYEVSSPHFKVNSDGTLVALRNITAVGRTLFVHARTPHAEDMAELVIVGGKDIQGSLQDIFKFARTSPVPRQKRSIVVSPILIPENQRQPFPRDVGKVVDSDRPEGSKFRLTGKGVDQDPKGTFRINENTGSVSVTRTLDRETIATYQLYVETTDASGKTLEGPVPLEVIVIDQNDNRPIFREGPYIGHVMEGSPTGTTVMRMTAFDADDPATDNALLRYNIRQQTPDKPSPNMFY.... Result: 0 (no interaction). (4) The miRNA is hsa-miR-7515 with sequence AGAAGGGAAGAUGGUGAC. The protein sequence of the target gene is MATSPQKSPLVPKSPTPKSPPSRKKDDSFLGKLGGTLARRKKAKEVSEFQEEGMNAINLPLSPISFELDPEDTLLEENEVRTMVDPNSRNDPKLQELMKVLIDWINDVLVGERIIVKDLAEDLYDGQVLQKLFEKLESEKLNVAEVTQSEIAQKQKLQTVLEKINETLKLPPRSIKWNVDSVHAKNLVAILHLLVALSQYFRAPIRLPDHVSIQVVVVQKREGILQSRQIQEEITGNTEALSGRHERDAFDTLFDHAPDKLNVVKKTLITFVNKHLNKLNLEVTELETQFADGVYLVLLM.... Result: 0 (no interaction). (5) Result: 0 (no interaction). The protein sequence of the target gene is MAEGNTLISVDYEIFGKVQGVFFRKHTQAEGKKLGLVGWVQNTDRGTVQGQLQGPISKVRHMQEWLETRGSPKSHIDKANFNNEKVILKLDYSDFQIVK. The miRNA is hsa-miR-1236-5p with sequence UGAGUGACAGGGGAAAUGGGGA. (6) The miRNA is hsa-miR-7155-3p with sequence UGGCCCAAGACCUCAGACC. The protein sequence of the target gene is MSENNKNSLESSLRQLKCHFTWNLMEGENSLDDFEDKVFYRTEFQNREFKATMCNLLAYLKHLKGQNEAALECLRKAEELIQQEHADQAEIRSLVTWGNYAWVYYHMGRLSDVQIYVDKVKHVCEKFSSPYRIESPELDCEEGWTRLKCGGNQNERAKVCFEKALEKKPKNPEFTSGLAIASYRLDNWPPSQNAIDPLRQAIRLNPDNQYLKVLLALKLHKMREEGEEEGEGEKLVEEALEKAPGVTDVLRSAAKFYRRKDEPDKAIELLKKALEYIPNNAYLHCQIGCCYRAKVFQVMN.... Result: 0 (no interaction). (7) The miRNA is hsa-miR-6845-5p with sequence CGGGGCCAGAGCAGAGAGC. The protein sequence of the target gene is MASIVEGPLSKWTNVMKGWQYRWFVLDYNAGLLSYYTSKDKMMRGSRRGCVRLRGAVIGIDDEDDSTFTITVDQKTFHFQARDADEREKWIHALEETILRHTLQLQGLDSGFIPSVQDFDKKLTEADAYLQILIEQLKLFDDKLQNCKDDEQRKKVETLKDTTNSMVESIKHCIVLLQIAKDQSNAEQHADGIISTINPVDAIYQPSPLEPVISTMPSQTALPPEPAQLCKSEQRPSSLPVGPVLATLGHHQTPTPNSTGSGNSPPSSSLTPPSHVNLSPNTVPEFSYSSSEDEFYDADE.... Result: 0 (no interaction).